From a dataset of Full USPTO retrosynthesis dataset with 1.9M reactions from patents (1976-2016). Predict the reactants needed to synthesize the given product. (1) Given the product [O:1]=[C:2]1[N:10]([CH2:11][CH2:12][CH3:13])[C:9]2[N:8]=[C:7]([C:14]34[CH2:21][CH2:20][C:17]([CH2:22][CH2:23][C:24]([OH:26])=[O:25])([CH2:18][CH2:19]3)[CH2:16][CH2:15]4)[NH:6][C:5]=2[C:4](=[O:27])[N:3]1[CH2:28][CH2:29][CH3:30], predict the reactants needed to synthesize it. The reactants are: [O:1]=[C:2]1[N:10]([CH2:11][CH2:12][CH3:13])[C:9]2[N:8]=[C:7]([C:14]34[CH2:21][CH2:20][C:17]([CH:22]=[CH:23][C:24]([OH:26])=[O:25])([CH2:18][CH2:19]3)[CH2:16][CH2:15]4)[NH:6][C:5]=2[C:4](=[O:27])[N:3]1[CH2:28][CH2:29][CH3:30].O1CCCC1.C. (2) The reactants are: C[O:2][C:3](=O)[CH2:4][NH:5][C:6]1[CH:11]=[C:10]([CH3:12])[C:9]([C:13]2[NH:17][C:16]3[CH:18]=[CH:19][C:20]([C:22](=[O:32])[NH:23][C:24]4[CH:29]=[CH:28][C:27]([CH3:30])=[C:26]([CH3:31])[CH:25]=4)=[CH:21][C:15]=3[N:14]=2)=[C:8]([CH3:33])[CH:7]=1.[H-].[H-].[H-].[H-].[Li+].[Al+3]. Given the product [CH3:31][C:26]1[CH:25]=[C:24]([NH:23][C:22]([C:20]2[CH:19]=[CH:18][C:16]3[NH:17][C:13]([C:9]4[C:8]([CH3:33])=[CH:7][C:6]([NH:5][CH2:4][CH2:3][OH:2])=[CH:11][C:10]=4[CH3:12])=[N:14][C:15]=3[CH:21]=2)=[O:32])[CH:29]=[CH:28][C:27]=1[CH3:30], predict the reactants needed to synthesize it. (3) The reactants are: [F:1][C:2]([F:12])([F:11])[C:3]1[CH:10]=[CH:9][CH:8]=[CH:7][C:4]=1[CH:5]=O.CO[CH:15](OC)[CH2:16][NH2:17]. Given the product [F:1][C:2]([F:12])([F:11])[C:3]1[CH:10]=[CH:9][CH:8]=[C:7]2[C:4]=1[CH:5]=[N:17][CH:16]=[CH:15]2, predict the reactants needed to synthesize it. (4) Given the product [CH2:12]([O:14][C:15]([C:17]1[CH:21]=[C:20]([N:22]2[CH:5]=[CH:6][C:7]([CH:3]=[O:2])=[CH:8]2)[N:19]([C:23]2[CH:24]=[N:25][C:26]([O:29][CH3:30])=[CH:27][CH:28]=2)[N:18]=1)=[O:16])[CH3:13], predict the reactants needed to synthesize it. The reactants are: C[O:2][CH:3]1[CH:7]([CH:8]=O)[CH2:6][CH:5](OC)O1.[CH2:12]([O:14][C:15]([C:17]1[CH:21]=[C:20]([NH2:22])[N:19]([C:23]2[CH:24]=[N:25][C:26]([O:29][CH3:30])=[CH:27][CH:28]=2)[N:18]=1)=[O:16])[CH3:13].